This data is from Full USPTO retrosynthesis dataset with 1.9M reactions from patents (1976-2016). The task is: Predict the reactants needed to synthesize the given product. (1) Given the product [NH2:30][C:31]1[C:36]([C:37]#[N:38])=[C:35]([NH:3][C@H:4]([C:6]2[N:7]([C:24]3[CH:29]=[CH:28][CH:27]=[CH:26][CH:25]=3)[C:8]3[C:14]([C:15]([N:17]4[CH2:18][CH2:19][O:20][CH2:21][CH2:22]4)=[O:16])=[C:13]([F:23])[CH:12]=[CH:11][C:9]=3[N:10]=2)[CH3:5])[N:34]=[CH:33][N:32]=1, predict the reactants needed to synthesize it. The reactants are: Cl.Cl.[NH2:3][C@H:4]([C:6]1[N:7]([C:24]2[CH:29]=[CH:28][CH:27]=[CH:26][CH:25]=2)[C:8]2[C:14]([C:15]([N:17]3[CH2:22][CH2:21][O:20][CH2:19][CH2:18]3)=[O:16])=[C:13]([F:23])[CH:12]=[CH:11][C:9]=2[N:10]=1)[CH3:5].[NH2:30][C:31]1[C:36]([C:37]#[N:38])=[C:35](Cl)[N:34]=[CH:33][N:32]=1.CCN(C(C)C)C(C)C. (2) Given the product [CH2:1]([C:5]([C:7]1[CH:12]=[CH:11][CH:10]=[CH:9][C:8]=1[N:14]1[CH2:19][CH2:18][CH2:17][CH2:16][CH2:15]1)=[O:6])[CH:2]([CH3:4])[CH3:3], predict the reactants needed to synthesize it. The reactants are: [CH2:1]([C:5]([C:7]1[CH:12]=[CH:11][CH:10]=[CH:9][C:8]=1F)=[O:6])[CH:2]([CH3:4])[CH3:3].[NH:14]1[CH2:19][CH2:18][CH2:17][CH2:16][CH2:15]1.C(=O)([O-])[O-].[K+].[K+].O.